This data is from Full USPTO retrosynthesis dataset with 1.9M reactions from patents (1976-2016). The task is: Predict the reactants needed to synthesize the given product. (1) Given the product [OH:21][C:3]1[CH:2]=[CH:1][C:6]([C@@H:7]2[C@H:8]([OH:19])[CH2:9][C:10]3[C:15](=[CH:14][C:13]([OH:17])=[CH:12][C:11]=3[OH:18])[O:16]2)=[CH:5][C:4]=1[O:20][CH2:29][C:30]([O:32][CH2:33][CH3:34])=[O:31], predict the reactants needed to synthesize it. The reactants are: [CH:1]1[C:6]([C@H:7]2[O:16][C:15]3[CH:14]=[C:13]([OH:17])[CH:12]=[C:11]([OH:18])[C:10]=3[CH2:9][C@H:8]2[OH:19])=[CH:5][C:4]([OH:20])=[C:3]([OH:21])[CH:2]=1.C(=O)([O-])[O-].[K+].[K+].Br[CH2:29][C:30]([O:32][CH2:33][CH3:34])=[O:31]. (2) Given the product [CH3:32][C:31]([O:2][C:3]1[S:11][C:10]2[CH2:9][CH2:8][N:7]([CH:22]([C:20]([CH:17]3[CH2:19][CH2:18]3)=[O:21])[C:23]3[CH:28]=[CH:27][CH:26]=[CH:25][C:24]=3[F:29])[CH2:6][C:5]=2[CH:4]=1)=[O:33], predict the reactants needed to synthesize it. The reactants are: Cl.[O:2]=[C:3]1[S:11][CH:10]2[C:5]([CH2:6][NH:7][CH2:8][CH2:9]2)=[CH:4]1.C(=O)(O)[O-].[Na+].[CH:17]1([C:20]([CH:22](Br)[C:23]2[CH:28]=[CH:27][CH:26]=[CH:25][C:24]=2[F:29])=[O:21])[CH2:19][CH2:18]1.[C:31](OC(=O)C)(=[O:33])[CH3:32]. (3) Given the product [NH2:5][C:6]1[S:7][CH2:8][C@:9]2([N:35]=1)[C:10]1[CH:11]=[C:12]([C:29]3[CH:30]=[N:31][CH:32]=[N:33][CH:34]=3)[CH:13]=[CH:14][C:15]=1[O:16][C:17]1[C:22]2=[CH:21][C:20]([C:23](=[O:37])[CH2:24][C:25]([CH3:28])([CH3:26])[CH3:27])=[CH:19][CH:18]=1, predict the reactants needed to synthesize it. The reactants are: C([NH:5][C:6]1[S:7][CH2:8][C:9]2([N:35]=1)[C:22]1[CH:21]=[C:20]([C:23]#[C:24][C:25]([CH3:28])([CH3:27])[CH3:26])[CH:19]=[CH:18][C:17]=1[O:16][C:15]1[C:10]2=[CH:11][C:12]([C:29]2[CH:30]=[N:31][CH:32]=[N:33][CH:34]=2)=[CH:13][CH:14]=1)(C)(C)C.C(O)(C(F)(F)F)=[O:37].